This data is from Catalyst prediction with 721,799 reactions and 888 catalyst types from USPTO. The task is: Predict which catalyst facilitates the given reaction. (1) Product: [Br:13][C:11]1[CH:10]=[C:7]([O:8][CH3:9])[C:4]([O:5][CH3:6])=[CH:3][C:2]=1[CH:1]=[O:12]. The catalyst class is: 15. Reactant: [CH:1](=[O:12])[C:2]1[CH:11]=[CH:10][C:7]([O:8][CH3:9])=[C:4]([O:5][CH3:6])[CH:3]=1.[Br:13]Br. (2) Reactant: [CH:1]([C:3]1[CH:11]=[C:10]2[C:6]([CH:7]=[N:8][NH:9]2)=[CH:5][CH:4]=1)=[CH2:2]. Product: [CH2:1]([C:3]1[CH:11]=[C:10]2[C:6]([CH:7]=[N:8][NH:9]2)=[CH:5][CH:4]=1)[CH3:2]. The catalyst class is: 19. (3) Reactant: Br[C:2]1[C:10]2[C:5](=[CH:6][CH:7]=[C:8]([N+:11]([O-:13])=[O:12])[CH:9]=2)[NH:4][CH:3]=1.CC1(C)C(C)(C)OB([C:22]2[CH:26]=[CH:25][N:24]([C:27]([O:29][C:30]([CH3:33])([CH3:32])[CH3:31])=[O:28])[CH:23]=2)O1.C([O-])([O-])=O.[Na+].[Na+]. Product: [N+:11]([C:8]1[CH:9]=[C:10]2[C:5](=[CH:6][CH:7]=1)[NH:4][CH:3]=[C:2]2[C:26]1[CH:22]=[CH:23][N:24]([C:27]([O:29][C:30]([CH3:33])([CH3:32])[CH3:31])=[O:28])[CH:25]=1)([O-:13])=[O:12]. The catalyst class is: 20. (4) Reactant: [Cl:1][C:2]1[CH:7]=[C:6]([O:8][CH3:9])[CH:5]=[C:4]([Cl:10])[C:3]=1[C:11]1[N:12]=[C:13]([NH2:16])[S:14][CH:15]=1.Cl.[C:18](Cl)(=[O:25])[C:19]1[CH:24]=[CH:23][N:22]=[CH:21][CH:20]=1. Product: [Cl:10][C:4]1[CH:5]=[C:6]([O:8][CH3:9])[CH:7]=[C:2]([Cl:1])[C:3]=1[C:11]1[N:12]=[C:13]([NH:16][C:18](=[O:25])[C:19]2[CH:24]=[CH:23][N:22]=[CH:21][CH:20]=2)[S:14][CH:15]=1. The catalyst class is: 64. (5) Reactant: [Br:1][C:2]1[CH:3]=[C:4]2[C:8](=[CH:9][CH:10]=1)[NH:7][CH:6]=[C:5]2[C:11](=[O:17])[C:12]([O:14][CH2:15][CH3:16])=[O:13].[C:18]([O:22][C:23](O[C:23]([O:22][C:18]([CH3:21])([CH3:20])[CH3:19])=[O:24])=[O:24])([CH3:21])([CH3:20])[CH3:19]. Product: [CH2:15]([O:14][C:12](=[O:13])[C:11]([C:5]1[C:4]2[C:8](=[CH:9][CH:10]=[C:2]([Br:1])[CH:3]=2)[N:7]([C:23]([O:22][C:18]([CH3:21])([CH3:20])[CH3:19])=[O:24])[CH:6]=1)=[O:17])[CH3:16]. The catalyst class is: 166. (6) Reactant: [NH2:1][C:2]1[CH:3]=[C:4]2[C:9](=[CH:10][CH:11]=1)[NH:8][C:7](=[O:12])[CH:6]=[C:5]2[O:13][C:14]1[CH:19]=[CH:18][CH:17]=[CH:16][CH:15]=1.[C:20](Cl)(=[O:22])[CH3:21].O. Product: [O:12]=[C:7]1[CH:6]=[C:5]([O:13][C:14]2[CH:15]=[CH:16][CH:17]=[CH:18][CH:19]=2)[C:4]2[C:9](=[CH:10][CH:11]=[C:2]([NH:1][C:20](=[O:22])[CH3:21])[CH:3]=2)[NH:8]1. The catalyst class is: 80. (7) Reactant: Cl.Cl.[N:3]1[CH:8]=[CH:7][C:6](NC)=[N:5][CH:4]=1.[CH2:11]([N:13](CC)CC)C.[I:18][C:19]1[CH:24]=[CH:23][C:22]([S:25](Cl)(=[O:27])=[O:26])=[CH:21][CH:20]=1. The catalyst class is: 10. Product: [I:18][C:19]1[CH:24]=[CH:23][C:22]([S:25]([NH:13][CH2:11][C:6]2[CH:7]=[CH:8][N:3]=[CH:4][N:5]=2)(=[O:27])=[O:26])=[CH:21][CH:20]=1. (8) Reactant: [CH3:1][N:2]1[CH2:19][CH2:18][C:5]2[N:6]([CH2:14][C:15](O)=[O:16])[C:7]3[CH:8]=[CH:9][C:10]([CH3:13])=[CH:11][C:12]=3[C:4]=2[CH2:3]1.C1(N=C=NC2CCCCC2)CCCCC1.[C:35]([NH2:39])([CH3:38])([CH3:37])[CH3:36]. Product: [C:35]([NH:39][C:15](=[O:16])[CH2:14][N:6]1[C:7]2[CH:8]=[CH:9][C:10]([CH3:13])=[CH:11][C:12]=2[C:4]2[CH2:3][N:2]([CH3:1])[CH2:19][CH2:18][C:5]1=2)([CH3:38])([CH3:37])[CH3:36]. The catalyst class is: 112.